The task is: Predict the reaction yield, written as a fraction of the theoretical maximum amount of product (1.0 means a 100% yield; for example, 0.34 means a 34% yield).. This data is from Reaction yield outcomes from USPTO patents with 853,638 reactions. (1) The reactants are [CH2:1]1[CH2:6][C@H:5]([C:7]([OH:9])=[O:8])[CH2:4][CH2:3][C@H:2]1[CH2:10][NH2:11].[C:12]([O:20][CH:21]([O:24][C:25](ON1C(=O)CCC1=O)=[O:26])[CH2:22][CH3:23])(=[O:19])[C:13]1[CH:18]=[CH:17][CH:16]=[CH:15][CH:14]=1. The catalyst is CC(OC)(C)C.CC(C)=O.O. The product is [C:12]([O:20][CH:21]([O:24][C:25]([NH:11][CH2:10][C@H:2]1[CH2:3][CH2:4][C@H:5]([C:7]([OH:9])=[O:8])[CH2:6][CH2:1]1)=[O:26])[CH2:22][CH3:23])(=[O:19])[C:13]1[CH:18]=[CH:17][CH:16]=[CH:15][CH:14]=1. The yield is 0.930. (2) The reactants are [C:1]([C:5]1[C:6]([OH:18])=[C:7]([CH:12]=[C:13]([N+:15]([O-:17])=[O:16])[CH:14]=1)[C:8]([O:10][CH3:11])=[O:9])([CH3:4])([CH3:3])[CH3:2].[C:19](=O)([O-])[O-].[K+].[K+].S(OC)(OC)(=O)=O. The catalyst is CC(C)=O. The product is [C:1]([C:5]1[C:6]([O:18][CH3:19])=[C:7]([CH:12]=[C:13]([N+:15]([O-:17])=[O:16])[CH:14]=1)[C:8]([O:10][CH3:11])=[O:9])([CH3:4])([CH3:2])[CH3:3]. The yield is 0.870. (3) The reactants are [H-].C([Al+]CC(C)C)C(C)C.[Cl:11][C:12]1[C:17]([CH:18]=[C:19]([C:25]2[CH:30]=[CH:29][C:28]([F:31])=[CH:27][CH:26]=2)[C:20](OCC)=[O:21])=[CH:16][CH:15]=[CH:14][N:13]=1.CO. The catalyst is C1(C)C=CC=CC=1.O1CCCC1. The product is [Cl:11][C:12]1[C:17](/[CH:18]=[C:19](\[C:25]2[CH:26]=[CH:27][C:28]([F:31])=[CH:29][CH:30]=2)/[CH2:20][OH:21])=[CH:16][CH:15]=[CH:14][N:13]=1. The yield is 0.600. (4) The reactants are [CH3:1][C@@H:2]1[CH2:7][O:6][CH2:5][CH2:4][NH:3]1.C(N=C=NCCCN(C)C)C.OC1C2N=NNC=2C=CC=1.[NH2:29][C:30]1[CH:38]=[CH:37][C:33]([C:34](O)=[O:35])=[CH:32][N:31]=1. The catalyst is C(O)C. The product is [NH2:29][C:30]1[N:31]=[CH:32][C:33]([C:34]([N:3]2[CH2:4][CH2:5][O:6][CH2:7][C@H:2]2[CH3:1])=[O:35])=[CH:37][CH:38]=1. The yield is 0.360.